From a dataset of Catalyst prediction with 721,799 reactions and 888 catalyst types from USPTO. Predict which catalyst facilitates the given reaction. (1) Reactant: [F:1][C:2]([F:27])([F:26])[O:3][C:4]1[CH:11]=[CH:10][C:7]([CH:8]=[O:9])=[CH:6][C:5]=1[C:12]1[C:21]([CH3:22])=[CH:20][C:19]2[C:18]([CH3:24])([CH3:23])[CH2:17][CH2:16][C:15](=[O:25])[C:14]=2[CH:13]=1.[CH2:28](O)[CH2:29][OH:30]. Product: [O:9]1[CH2:28][CH2:29][O:30][CH:8]1[C:7]1[CH:10]=[CH:11][C:4]([O:3][C:2]([F:26])([F:27])[F:1])=[C:5]([C:12]2[CH:13]=[C:14]3[C:19]([C:18]([CH3:23])([CH3:24])[CH2:17][CH2:16][C:15]3=[O:25])=[CH:20][C:21]=2[CH3:22])[CH:6]=1. The catalyst class is: 743. (2) Reactant: [Cl:1][C:2]1[CH:3]=[CH:4][C:5]([NH:8][C:9](=[O:35])[C:10]2[CH:15]=[CH:14][CH:13]=[CH:12][C:11]=2[NH:16][C:17](=[O:34])[C:18]2[CH:23]=[CH:22][C:21]([C:24]3([CH3:29])OCC[O:25]3)=[CH:20][C:19]=2[O:30][CH2:31][O:32][CH3:33])=[N:6][CH:7]=1.Cl. Product: [C:24]([C:21]1[CH:22]=[CH:23][C:18]([C:17]([NH:16][C:11]2[CH:12]=[CH:13][CH:14]=[CH:15][C:10]=2[C:9]([NH:8][C:5]2[CH:4]=[CH:3][C:2]([Cl:1])=[CH:7][N:6]=2)=[O:35])=[O:34])=[C:19]([O:30][CH2:31][O:32][CH3:33])[CH:20]=1)(=[O:25])[CH3:29]. The catalyst class is: 1. (3) Reactant: Br[CH2:2][CH2:3][C:4]([O:6][C:7]([CH3:10])([CH3:9])[CH3:8])=[O:5].Cl[C:12](=[O:17])[C:13]([O:15][CH3:16])=[O:14].C(OC(CCCCCC(=O)C(OC)=O)=O)(C)(C)C. Product: [C:7]([O:6][C:4]([CH2:3][CH2:2][C:12](=[O:17])[C:13]([O:15][CH3:16])=[O:14])=[O:5])([CH3:10])([CH3:9])[CH3:8]. The catalyst class is: 401. (4) Reactant: [C:1]([O:5][N:6]=[C:7]([CH2:9][O:10][CH2:11][CH2:12][O:13][CH2:14][CH2:15][OH:16])[CH3:8])([CH3:4])([CH3:3])[CH3:2].[Cl:17][C:18]1[CH:23]=[C:22]([O:24][CH2:25][CH:26]=[C:27]([Cl:29])[Cl:28])[CH:21]=[C:20]([Cl:30])[C:19]=1O.C1(P(C2C=CC=CC=2)C2C=CC=CC=2)C=CC=CC=1.N(C(OC(C)C)=O)=NC(OC(C)C)=O. Product: [C:1]([O:5][N:6]=[C:7]([CH2:9][O:10][CH2:11][CH2:12][O:13][CH2:14][CH2:15][O:16][C:19]1[C:20]([Cl:30])=[CH:21][C:22]([O:24][CH2:25][CH:26]=[C:27]([Cl:28])[Cl:29])=[CH:23][C:18]=1[Cl:17])[CH3:8])([CH3:4])([CH3:3])[CH3:2]. The catalyst class is: 7. (5) Reactant: [CH3:1][O:2][C:3]1[CH:10]=[CH:9][C:6]([CH:7]=O)=[CH:5][C:4]=1[N+:11]([O-:13])=[O:12].C1(P(=[CH:33][C:34]([O:36][CH3:37])=[O:35])(C2C=CC=CC=2)C2C=CC=CC=2)C=CC=CC=1. Product: [CH3:37][O:36][C:34](=[O:35])/[CH:33]=[CH:7]/[C:6]1[CH:9]=[CH:10][C:3]([O:2][CH3:1])=[C:4]([N+:11]([O-:13])=[O:12])[CH:5]=1. The catalyst class is: 7. (6) Reactant: [C:1]1([C:21]2[CH:26]=[CH:25][CH:24]=[CH:23][CH:22]=2)[CH:6]=[CH:5][C:4]([N:7]2[C:20]3[C:15](=[CH:16][CH:17]=[CH:18][CH:19]=3)[CH2:14][C:13]3[CH:12]=[CH:11][CH:10]=[CH:9][C:8]2=3)=[CH:3][CH:2]=1.[Br:27]C1CC(=O)NC1=O. Product: [C:1]1([C:21]2[CH:22]=[CH:23][CH:24]=[CH:25][CH:26]=2)[CH:6]=[CH:5][C:4]([N:7]2[C:8]3[C:13](=[CH:12][CH:11]=[CH:10][CH:9]=3)[CH2:14][C:15]3[CH:16]=[C:17]([Br:27])[CH:18]=[CH:19][C:20]2=3)=[CH:3][CH:2]=1. The catalyst class is: 22. (7) Reactant: [C:1]([C:4]1[CH:9]=[CH:8][CH:7]=[CH:6][C:5]=1[NH:10][C:11]([C:13]1[C:14]([CH3:20])=[N:15][N:16]([CH3:19])[C:17]=1[F:18])=[O:12])(=[O:3])[CH3:2].[CH2:21]([Mg]Cl)[CH:22](C)[CH3:23].[C:27]1(C)C=CC=CC=1.[Cl-].[NH4+]. Product: [F:18][C:17]1[N:16]([CH3:19])[N:15]=[C:14]([CH3:20])[C:13]=1[C:11]([NH:10][C:5]1[CH:6]=[CH:7][CH:8]=[CH:9][C:4]=1[C:1]([OH:3])([CH3:27])[CH2:2][CH:22]([CH3:23])[CH3:21])=[O:12]. The catalyst class is: 1. (8) Reactant: [Br:1][C:2]1[CH:3]=[C:4]([N:10]([CH2:18][CH3:19])C(=O)OC(C)(C)C)[C:5](=[O:9])[N:6]([CH3:8])[CH:7]=1.Cl.O1CCOCC1. Product: [Br:1][C:2]1[CH:3]=[C:4]([NH:10][CH2:18][CH3:19])[C:5](=[O:9])[N:6]([CH3:8])[CH:7]=1. The catalyst class is: 2. (9) Reactant: Cl[CH2:2][C:3]1[N:4]=[C:5]([C:9]2[CH:18]=[CH:17][C:12]([C:13]([O:15][CH3:16])=[O:14])=[CH:11][CH:10]=2)[O:6][C:7]=1[CH3:8].[CH:19]1([SH:25])[CH2:24][CH2:23][CH2:22][CH2:21][CH2:20]1.C(=O)([O-])[O-].[Cs+].[Cs+]. Product: [CH:19]1([S:25][CH2:2][C:3]2[N:4]=[C:5]([C:9]3[CH:18]=[CH:17][C:12]([C:13]([O:15][CH3:16])=[O:14])=[CH:11][CH:10]=3)[O:6][C:7]=2[CH3:8])[CH2:24][CH2:23][CH2:22][CH2:21][CH2:20]1. The catalyst class is: 9.